From a dataset of Forward reaction prediction with 1.9M reactions from USPTO patents (1976-2016). Predict the product of the given reaction. (1) The product is: [Cl:1][C:2]1[CH:3]=[C:4]([CH:31]=[CH:32][C:33]=1[O:34][CH3:35])[CH2:5][NH:6][C:7]1[C:12]([C:13]([NH:15][CH2:16][CH2:17][N:18]2[CH2:19][CH2:20][N:21]([CH3:36])[CH2:22][CH2:23]2)=[O:14])=[CH:11][N:10]=[C:9]([N:24]2[CH2:30][CH2:29][C:26]3([CH2:27][CH2:28]3)[CH2:25]2)[N:8]=1. Given the reactants [Cl:1][C:2]1[CH:3]=[C:4]([CH:31]=[CH:32][C:33]=1[O:34][CH3:35])[CH2:5][NH:6][C:7]1[C:12]([C:13]([NH:15][CH2:16][CH2:17][N:18]2[CH2:23][CH2:22][NH:21][CH2:20][CH2:19]2)=[O:14])=[CH:11][N:10]=[C:9]([N:24]2[CH2:30][CH2:29][C:26]3([CH2:28][CH2:27]3)[CH2:25]2)[N:8]=1.[CH2:36]=O.[BH4-].[Na+], predict the reaction product. (2) Given the reactants Cl[C:2]1[N:7]2[CH:8]=[C:9]([CH3:11])[N:10]=[C:6]2[CH:5]=[CH:4][CH:3]=1.[NH2:12][C:13]1[CH:18]=[CH:17][C:16]([SH:19])=[CH:15][CH:14]=1.C(N(CC)CC)C.O, predict the reaction product. The product is: [NH2:12][C:13]1[CH:18]=[CH:17][C:16]([S:19][C:2]2[N:7]3[CH:8]=[C:9]([CH3:11])[N:10]=[C:6]3[CH:5]=[CH:4][CH:3]=2)=[CH:15][CH:14]=1. (3) Given the reactants [Cl:1][C:2]1[CH:7]=[CH:6][CH:5]=[C:4]([Cl:8])[C:3]=1[C:9]1[S:10][C:11]2[C:12]([NH2:19])=[N:13][CH:14]=[C:15]([F:18])[C:16]=2[N:17]=1.[C:20]([O:24][C:25](=[O:27])N)(C)(C)C.C(O)(C(F)(F)F)=O, predict the reaction product. The product is: [CH3:20][O:24][C:25](=[O:27])[NH:19][C:12]1[C:11]2[S:10][C:9]([C:3]3[C:4]([Cl:8])=[CH:5][CH:6]=[CH:7][C:2]=3[Cl:1])=[N:17][C:16]=2[C:15]([F:18])=[CH:14][N:13]=1.